This data is from NCI-60 drug combinations with 297,098 pairs across 59 cell lines. The task is: Regression. Given two drug SMILES strings and cell line genomic features, predict the synergy score measuring deviation from expected non-interaction effect. Drug 1: CC1=C2C(C(=O)C3(C(CC4C(C3C(C(C2(C)C)(CC1OC(=O)C(C(C5=CC=CC=C5)NC(=O)OC(C)(C)C)O)O)OC(=O)C6=CC=CC=C6)(CO4)OC(=O)C)O)C)O. Drug 2: C1CN(CCN1C(=O)CCBr)C(=O)CCBr. Cell line: SK-MEL-28. Synergy scores: CSS=26.9, Synergy_ZIP=-3.96, Synergy_Bliss=1.69, Synergy_Loewe=4.78, Synergy_HSA=6.01.